Dataset: Full USPTO retrosynthesis dataset with 1.9M reactions from patents (1976-2016). Task: Predict the reactants needed to synthesize the given product. Given the product [ClH:43].[ClH:43].[ClH:43].[CH3:35][C:27]1[C:28]2[C:33](=[CH:32][CH:31]=[CH:30][CH:29]=2)[CH:34]=[C:25]([C:23]2[C:22]([NH2:36])=[N:21][CH:20]=[C:19]([C:17]3[CH:16]=[N:15][N:14]([CH:11]4[CH2:12][CH2:13][NH:8][CH2:9][CH2:10]4)[CH:18]=3)[CH:24]=2)[N:26]=1, predict the reactants needed to synthesize it. The reactants are: C(OC([N:8]1[CH2:13][CH2:12][CH:11]([N:14]2[CH:18]=[C:17]([C:19]3[CH:20]=[N:21][C:22]([NH2:36])=[C:23]([C:25]4[N:26]=[C:27]([CH3:35])[C:28]5[C:33]([CH:34]=4)=[CH:32][CH:31]=[CH:30][CH:29]=5)[CH:24]=3)[CH:16]=[N:15]2)[CH2:10][CH2:9]1)=O)(C)(C)C.O1CCOCC1.[ClH:43].